Dataset: Peptide-MHC class II binding affinity with 134,281 pairs from IEDB. Task: Regression. Given a peptide amino acid sequence and an MHC pseudo amino acid sequence, predict their binding affinity value. This is MHC class II binding data. (1) The peptide sequence is GINYLIDTTSREL. The MHC is DRB5_0101 with pseudo-sequence DRB5_0101. The binding affinity (normalized) is 0. (2) The peptide sequence is APGAAAAPLSWSKDI. The MHC is DRB1_1001 with pseudo-sequence DRB1_1001. The binding affinity (normalized) is 0.577. (3) The peptide sequence is YDKFLSNVSTVLTGK. The MHC is DRB1_0701 with pseudo-sequence DRB1_0701. The binding affinity (normalized) is 0.759. (4) The peptide sequence is QTAVDFGNSYIAEME. The MHC is DRB5_0101 with pseudo-sequence DRB5_0101. The binding affinity (normalized) is 0.128. (5) The peptide sequence is YFVAILDYLNHMAKE. The MHC is DRB1_0401 with pseudo-sequence DRB1_0401. The binding affinity (normalized) is 0.719. (6) The peptide sequence is TRILTIPQSLDSWWTSLNF. The MHC is HLA-DQA10401-DQB10402 with pseudo-sequence HLA-DQA10401-DQB10402. The binding affinity (normalized) is 0.363. (7) The peptide sequence is GELQIVDWIDAAFKI. The MHC is DRB1_1101 with pseudo-sequence DRB1_1101. The binding affinity (normalized) is 0.359. (8) The binding affinity (normalized) is 0.108. The MHC is DRB1_0802 with pseudo-sequence DRB1_0802. The peptide sequence is SQDLELSWNLNELQAY. (9) The peptide sequence is AYESYKFIPALEAAV. The MHC is HLA-DPA10201-DPB10501 with pseudo-sequence HLA-DPA10201-DPB10501. The binding affinity (normalized) is 0.542. (10) The peptide sequence is KPARLIVFPDLGVRVC. The binding affinity (normalized) is 0.912. The MHC is DRB1_1501 with pseudo-sequence DRB1_1501.